This data is from Forward reaction prediction with 1.9M reactions from USPTO patents (1976-2016). The task is: Predict the product of the given reaction. (1) Given the reactants CC([O-])(C)C.[K+].C(O[C:10]([CH:12]1[C:18](=O)[CH2:17][CH2:16][N:15]([C:20]2[C:25]([C:26]([F:29])([F:28])[F:27])=[CH:24][CH:23]=[CH:22][N:21]=2)[CH2:14][CH2:13]1)=[O:11])C.Br.[N:31]1([C:37](=[NH:39])[NH2:38])[CH2:36][CH2:35][CH2:34][CH2:33][CH2:32]1, predict the reaction product. The product is: [N:31]1([C:37]2[N:38]=[C:10]([OH:11])[C:12]3[CH2:13][CH2:14][N:15]([C:20]4[C:25]([C:26]([F:27])([F:28])[F:29])=[CH:24][CH:23]=[CH:22][N:21]=4)[CH2:16][CH2:17][C:18]=3[N:39]=2)[CH2:36][CH2:35][CH2:34][CH2:33][CH2:32]1. (2) Given the reactants C[O-].[Na+].C([O:12][CH2:13][C@:14]1([O:48][CH2:47][C@@H:37]([O:38]C(=O)C2C=CC=CC=2)[C@@H:27]([O:28]C(=O)C2C=CC=CC=2)[C@@H:17]1[O:18]C(=O)C1C=CC=CC=1)[O:15][CH3:16])(=O)C1C=CC=CC=1, predict the reaction product. The product is: [CH3:16][O:15][C@@:14]1([O:48][CH2:47][C@@H:37]([OH:38])[C@@H:27]([OH:28])[C@@H:17]1[OH:18])[CH2:13][OH:12]. (3) Given the reactants [C:1]12([C:11](=[O:21])[CH2:12][S:13][CH2:14][C:15]3[CH:16]=[N:17][CH:18]=[CH:19][CH:20]=3)[CH2:10][CH:5]3[CH2:6][CH:7]([CH2:9][CH:3]([CH2:4]3)[CH2:2]1)[CH2:8]2.C1C=C(Cl)C=C(C(OO)=[O:30])C=1, predict the reaction product. The product is: [C:1]12([C:11](=[O:21])[CH2:12][S:13]([CH2:14][C:15]3[CH:16]=[N:17][CH:18]=[CH:19][CH:20]=3)=[O:30])[CH2:10][CH:5]3[CH2:6][CH:7]([CH2:9][CH:3]([CH2:4]3)[CH2:2]1)[CH2:8]2. (4) Given the reactants [F:1][C:2]1[CH:3]=[C:4]([CH2:20][OH:21])[CH:5]=[C:6]([F:19])[C:7]=1[O:8][C:9]1[CH:10]=[N:11][C:12]([C:15]([F:18])([F:17])[F:16])=[N:13][CH:14]=1.Cl[C:23]1[CH:34]=[C:27]2[N:28]([CH3:33])[C@H:29]([CH3:32])[CH2:30][CH2:31][N:26]2[C:25](=[O:35])[N:24]=1, predict the reaction product. The product is: [F:1][C:2]1[CH:3]=[C:4]([CH:5]=[C:6]([F:19])[C:7]=1[O:8][C:9]1[CH:14]=[N:13][C:12]([C:15]([F:17])([F:18])[F:16])=[N:11][CH:10]=1)[CH2:20][O:21][C:23]1[CH:34]=[C:27]2[N:28]([CH3:33])[C@H:29]([CH3:32])[CH2:30][CH2:31][N:26]2[C:25](=[O:35])[N:24]=1.